From a dataset of Catalyst prediction with 721,799 reactions and 888 catalyst types from USPTO. Predict which catalyst facilitates the given reaction. (1) Reactant: [CH3:1][O:2][C:3]1[CH:8]=[CH:7][C:6]([S:9]([N:12]([CH2:29][C:30]2[CH:31]=[N:32][CH:33]=[CH:34][CH:35]=2)[C:13]2[C:18]([C:19]([O:21]CC)=[O:20])=[CH:17][N:16]=[C:15]3[N:24]([CH3:28])[N:25]=[C:26]([CH3:27])[C:14]=23)(=[O:11])=[O:10])=[CH:5][CH:4]=1.[OH-].[K+]. Product: [CH3:1][O:2][C:3]1[CH:4]=[CH:5][C:6]([S:9]([N:12]([CH2:29][C:30]2[CH:31]=[N:32][CH:33]=[CH:34][CH:35]=2)[C:13]2[C:18]([C:19]([OH:21])=[O:20])=[CH:17][N:16]=[C:15]3[N:24]([CH3:28])[N:25]=[C:26]([CH3:27])[C:14]=23)(=[O:11])=[O:10])=[CH:7][CH:8]=1. The catalyst class is: 40. (2) Reactant: Cl[CH2:2][C:3]1[CH:15]=[CH:14][C:6]([CH2:7][N:8]2[CH:12]=[C:11]([CH3:13])[CH:10]=[N:9]2)=[CH:5][CH:4]=1.[Cl:16][C:17]1[C:18]2[C:19](=[N:23][NH:24][CH:25]=2)[N:20]=[CH:21][N:22]=1.C([O-])([O-])=O.[K+].[K+]. Product: [Cl:16][C:17]1[C:18]2[C:19](=[N:23][N:24]([CH2:2][C:3]3[CH:15]=[CH:14][C:6]([CH2:7][N:8]4[CH:12]=[C:11]([CH3:13])[CH:10]=[N:9]4)=[CH:5][CH:4]=3)[CH:25]=2)[N:20]=[CH:21][N:22]=1. The catalyst class is: 23. (3) Reactant: F[C:2]1[C:7]([C:8]2[N:16]=[C:15]([CH3:17])[N:14]=[C:13]3[C:9]=2[N:10]=[CH:11][N:12]3[CH:18]2[CH2:23][CH2:22][CH2:21][CH2:20][O:19]2)=[CH:6][C:5]([CH2:24][C:25]2[CH:30]=[CH:29][C:28]([S:31]([CH3:34])(=[O:33])=[O:32])=[CH:27][CH:26]=2)=[CH:4][N:3]=1.[O:35]1[CH2:40][CH2:39][CH2:38][CH2:37][CH:36]1[N:41]1[C:49]2[CH:48]=[CH:47][CH:46]=[C:45]([NH2:50])[C:44]=2[CH:43]=[N:42]1.[Li+].C[Si]([N-][Si](C)(C)C)(C)C. Product: [CH3:17][C:15]1[N:14]=[C:13]2[C:9]([N:10]=[CH:11][N:12]2[CH:18]2[CH2:23][CH2:22][CH2:21][CH2:20][O:19]2)=[C:8]([C:7]2[C:2]([NH:50][C:45]3[C:44]4[CH:43]=[N:42][N:41]([CH:36]5[CH2:37][CH2:38][CH2:39][CH2:40][O:35]5)[C:49]=4[CH:48]=[CH:47][CH:46]=3)=[N:3][CH:4]=[C:5]([CH2:24][C:25]3[CH:30]=[CH:29][C:28]([S:31]([CH3:34])(=[O:33])=[O:32])=[CH:27][CH:26]=3)[CH:6]=2)[N:16]=1. The catalyst class is: 1. (4) Reactant: [H-].[Na+].Cl.[NH2:4][C:5]([NH2:7])=[NH:6].[C:8]([O:12][C:13](=[O:36])[CH2:14][N:15]([CH2:29][C:30]1[CH:35]=[CH:34][CH:33]=[CH:32][CH:31]=1)[CH2:16][C:17]1[CH:26]=[C:25]2[C:20]([C:21]([Cl:28])=[CH:22][N:23]=[C:24]2Cl)=[CH:19][CH:18]=1)([CH3:11])([CH3:10])[CH3:9]. Product: [C:8]([O:12][C:13](=[O:36])[CH2:14][N:15]([CH2:29][C:30]1[CH:31]=[CH:32][CH:33]=[CH:34][CH:35]=1)[CH2:16][C:17]1[CH:26]=[C:25]2[C:20]([C:21]([Cl:28])=[CH:22][N:23]=[C:24]2[NH:6][C:5]([NH2:7])=[NH:4])=[CH:19][CH:18]=1)([CH3:11])([CH3:9])[CH3:10]. The catalyst class is: 218. (5) Reactant: [CH:1]1([NH:6][C:7]2[N:12]=[C:11]([C:13]3[C:14]([C:28]4[CH:33]=[CH:32][C:31]([O:34][CH3:35])=[CH:30][CH:29]=4)=[N:15][N:16]4[C:21]([NH:22][CH2:23][CH2:24][CH2:25][CH2:26][OH:27])=[CH:20][CH:19]=[CH:18][C:17]=34)[CH:10]=[CH:9][N:8]=2)[CH2:5][CH2:4][CH2:3][CH2:2]1.N1C=NN=N1.C(N(C(C)C)[P:45](=[O:62])([O:54][CH2:55][C:56]1[CH:61]=[CH:60][CH:59]=[CH:58][CH:57]=1)[O:46][CH2:47][C:48]1[CH:53]=[CH:52][CH:51]=[CH:50][CH:49]=1)(C)C.C(O)(=O)C.C(O)(=O)C.IC1C=CC=CC=1.S([O-])([O-])(=O)=S.[Na+].[Na+].C(=O)(O)[O-].[Na+]. Product: [P:45]([O:27][CH2:26][CH2:25][CH2:24][CH2:23][NH:22][C:21]1[N:16]2[N:15]=[C:14]([C:28]3[CH:29]=[CH:30][C:31]([O:34][CH3:35])=[CH:32][CH:33]=3)[C:13]([C:11]3[CH:10]=[CH:9][N:8]=[C:7]([NH:6][CH:1]4[CH2:2][CH2:3][CH2:4][CH2:5]4)[N:12]=3)=[C:17]2[CH:18]=[CH:19][CH:20]=1)([O:46][CH2:47][C:48]1[CH:53]=[CH:52][CH:51]=[CH:50][CH:49]=1)([O:54][CH2:55][C:56]1[CH:61]=[CH:60][CH:59]=[CH:58][CH:57]=1)=[O:62]. The catalyst class is: 4.